Dataset: CYP2C9 inhibition data for predicting drug metabolism from PubChem BioAssay. Task: Regression/Classification. Given a drug SMILES string, predict its absorption, distribution, metabolism, or excretion properties. Task type varies by dataset: regression for continuous measurements (e.g., permeability, clearance, half-life) or binary classification for categorical outcomes (e.g., BBB penetration, CYP inhibition). Dataset: cyp2c9_veith. The drug is CC(=O)OC1COC(N2CCc3cc([N+](=O)[O-])ccc32)C(OC(C)=O)C1OC(C)=O. The result is 1 (inhibitor).